From a dataset of Full USPTO retrosynthesis dataset with 1.9M reactions from patents (1976-2016). Predict the reactants needed to synthesize the given product. (1) Given the product [O:13]1[CH2:14][CH:11]([O:10][C:5]2[CH:4]=[CH:3][C:2]([B:15]3[O:19][C:18]([CH3:21])([CH3:20])[C:17]([CH3:23])([CH3:22])[O:16]3)=[CH:9][C:6]=2[C:7]#[N:8])[CH2:12]1, predict the reactants needed to synthesize it. The reactants are: Br[C:2]1[CH:3]=[CH:4][C:5]([O:10][CH:11]2[CH2:14][O:13][CH2:12]2)=[C:6]([CH:9]=1)[C:7]#[N:8].[B:15]1([B:15]2[O:19][C:18]([CH3:21])([CH3:20])[C:17]([CH3:23])([CH3:22])[O:16]2)[O:19][C:18]([CH3:21])([CH3:20])[C:17]([CH3:23])([CH3:22])[O:16]1.C([O-])(=O)C.[K+]. (2) The reactants are: [Na].[CH2:2]([N:9]1[C:17]2[C:16](=[O:18])[N:15]([CH2:19][CH2:20][CH2:21][OH:22])[C:14](=[O:23])[N:13]([CH2:24][CH3:25])[C:12]=2[N:11]=[C:10]1Cl)[C:3]1[CH:8]=[CH:7][CH:6]=[CH:5][CH:4]=1.[CH2:27]([OH:29])[CH3:28]. Given the product [CH2:2]([N:9]1[C:17]2[C:16](=[O:18])[N:15]([CH2:19][CH2:20][CH2:21][OH:22])[C:14](=[O:23])[N:13]([CH2:24][CH3:25])[C:12]=2[N:11]=[C:10]1[O:29][CH2:27][CH3:28])[C:3]1[CH:8]=[CH:7][CH:6]=[CH:5][CH:4]=1, predict the reactants needed to synthesize it. (3) Given the product [NH2:21][C@@H:13]([CH2:14][C:15]1[CH:20]=[CH:19][CH:18]=[CH:17][CH:16]=1)[CH2:12][NH:11][C:10]1[C:5]2[S:4][CH:3]=[C:2]([NH:29][C:30]3[CH:35]=[CH:34][CH:33]=[CH:32][CH:31]=3)[C:6]=2[N:7]=[C:8]([C:22]2[CH:27]=[CH:26][N:25]=[CH:24][CH:23]=2)[N:9]=1, predict the reactants needed to synthesize it. The reactants are: Br[C:2]1[C:6]2[N:7]=[C:8]([C:22]3[CH:27]=[CH:26][N:25]=[CH:24][CH:23]=3)[N:9]=[C:10]([NH:11][CH2:12][C@@H:13]([NH2:21])[CH2:14][C:15]3[CH:20]=[CH:19][CH:18]=[CH:17][CH:16]=3)[C:5]=2[S:4][C:3]=1C.[NH2:29][C:30]1[CH:35]=[CH:34][CH:33]=[CH:32][CH:31]=1.CC1(C)C2C(=C(P(C3C=CC=CC=3)C3C=CC=CC=3)C=CC=2)OC2C(P(C3C=CC=CC=3)C3C=CC=CC=3)=CC=CC1=2.CC([O-])(C)C.[Na+].